From a dataset of Reaction yield outcomes from USPTO patents with 853,638 reactions. Predict the reaction yield, written as a fraction of the theoretical maximum amount of product (1.0 means a 100% yield; for example, 0.34 means a 34% yield). (1) The reactants are Br[C:2]1[CH:7]=[CH:6][C:5]([Br:8])=[CH:4][N:3]=1.O.[NH2:10][NH2:11]. The catalyst is C(O)C. The product is [Br:8][C:5]1[CH:6]=[CH:7][C:2]([NH:10][NH2:11])=[N:3][CH:4]=1. The yield is 0.776. (2) The reactants are ClC[CH2:3][O:4][C:5]1[CH:6]=[C:7]2[C:12](=[CH:13][C:14]=1[O:15][CH3:16])[N:11]=[C:10]([C:17]1[CH:22]=[CH:21][CH:20]=[C:19]([C:23]3[CH:28]=[CH:27][CH:26]=[CH:25][CH:24]=3)[CH:18]=1)[N:9]=[C:8]2[NH:29][C:30]1[CH:31]=[C:32]2[C:36](=[CH:37][CH:38]=1)[N:35](C(OC(C)(C)C)=O)[N:34]=[CH:33]2.[CH3:46][NH:47][CH3:48].[CH3:49]S(C)=O. No catalyst specified. The product is [CH3:46][N:47]([CH3:49])[CH2:48][CH2:3][O:4][C:5]1[CH:6]=[C:7]2[C:12](=[CH:13][C:14]=1[O:15][CH3:16])[N:11]=[C:10]([C:17]1[CH:22]=[CH:21][CH:20]=[C:19]([C:23]3[CH:24]=[CH:25][CH:26]=[CH:27][CH:28]=3)[CH:18]=1)[N:9]=[C:8]2[NH:29][C:30]1[CH:31]=[C:32]2[C:36](=[CH:37][CH:38]=1)[NH:35][N:34]=[CH:33]2. The yield is 0.450.